From a dataset of Catalyst prediction with 721,799 reactions and 888 catalyst types from USPTO. Predict which catalyst facilitates the given reaction. (1) Reactant: [NH2:1][C:2]1[CH:3]=[C:4]([C:13]2[C:14]([C:19]#[N:20])=[CH:15][CH:16]=[CH:17][CH:18]=2)[CH:5]=[CH:6][C:7]=1[N:8]1[CH:12]=[CH:11][CH:10]=[N:9]1.[N:21]([Sn](CCCC)(CCCC)CCCC)=[N+:22]=[N-:23]. Product: [N:8]1([C:7]2[CH:6]=[CH:5][C:4]([C:13]3[CH:18]=[CH:17][CH:16]=[CH:15][C:14]=3[C:19]3[NH:23][N:22]=[N:21][N:20]=3)=[CH:3][C:2]=2[NH2:1])[CH:12]=[CH:11][CH:10]=[N:9]1. The catalyst class is: 11. (2) Reactant: [CH2:1]([CH:3]([C:6]1[C:10]([CH2:11][CH2:12][CH2:13][OH:14])=[CH:9][N:8]([C:15]2[CH:20]=[CH:19][C:18]([C:21]([F:24])([F:23])[F:22])=[CH:17][N:16]=2)[N:7]=1)[CH2:4][CH3:5])[CH3:2].[F:25][C:26]1[C:27](O)=[C:28]([CH2:32][C:33]([O:35]C)=[O:34])[CH:29]=[CH:30][CH:31]=1.C(P(CCCC)CCCC)CCC.N(C(N1CCCCC1)=O)=NC(N1CCCCC1)=O. Product: [CH2:1]([CH:3]([C:6]1[C:10]([CH2:11][CH2:12][CH2:13][O:14][C:27]2[C:26]([F:25])=[CH:31][CH:30]=[CH:29][C:28]=2[CH2:32][C:33]([OH:35])=[O:34])=[CH:9][N:8]([C:15]2[CH:20]=[CH:19][C:18]([C:21]([F:23])([F:24])[F:22])=[CH:17][N:16]=2)[N:7]=1)[CH2:4][CH3:5])[CH3:2]. The catalyst class is: 7. (3) Reactant: [Si]([O:8][C@H:9]([C:23]1[CH:32]=[CH:31][C:30]([OH:33])=[C:29]2[C:24]=1[CH:25]=[CH:26][C:27](=[O:34])[NH:28]2)[CH2:10][NH:11][CH:12]1[CH2:17][CH2:16][N:15]([CH2:18][CH2:19][C:20]([OH:22])=O)[CH2:14][CH2:13]1)(C(C)(C)C)(C)C.CN(C(ON1N=NC2C=CC=NC1=2)=[N+](C)C)C.F[P-](F)(F)(F)(F)F.C(N(CC)CC)C.[F:66][C:67]([F:78])([F:77])[O:68][C:69]1[CH:70]=[C:71]([CH:74]=[CH:75][CH:76]=1)[CH2:72][NH2:73]. Product: [OH:8][C@H:9]([C:23]1[CH:32]=[CH:31][C:30]([OH:33])=[C:29]2[C:24]=1[CH:25]=[CH:26][C:27](=[O:34])[NH:28]2)[CH2:10][NH:11][CH:12]1[CH2:17][CH2:16][N:15]([CH2:18][CH2:19][C:20]([NH:73][CH2:72][C:71]2[CH:74]=[CH:75][CH:76]=[C:69]([O:68][C:67]([F:66])([F:77])[F:78])[CH:70]=2)=[O:22])[CH2:14][CH2:13]1. The catalyst class is: 3. (4) Reactant: [CH2:1]=[C:2]([CH:4]1[CH2:8][CH2:7][CH2:6][C:5]1=[O:9])[CH3:3].[CH:10](=[O:12])[CH3:11].B(F)(F)F.CCOCC. The catalyst class is: 26. Product: [CH3:3][C:2]1=[CH:4][CH2:8][CH2:7][CH2:6][C:5](=[O:9])[O:12][CH:10]([CH3:11])[CH2:1]1. (5) Reactant: [C:1]([O:5][C:6]([N:8]([CH3:14])[C@@H:9]([CH3:13])[C:10]([OH:12])=O)=[O:7])([CH3:4])([CH3:3])[CH3:2].C1C=NC2N(O)N=NC=2C=1.C(Cl)CCl.CN1CCOCC1.[NH2:36][C@H:37]([C:57]([N:59]1[C@H:68]([C:69](=[O:82])[N:70]([CH3:81])[C@H:71]2[C:80]3[C:75](=[CH:76][CH:77]=[CH:78][CH:79]=3)[CH2:74][CH2:73][CH2:72]2)[CH2:67][C:66]2[C:61](=[CH:62][CH:63]=[CH:64][CH:65]=2)[CH2:60]1)=[O:58])[CH2:38][C:39]1[CH:56]=[CH:55][C:42]([O:43][CH2:44][C:45]2[CH:54]=[CH:53][C:48]([C:49]([O:51][CH3:52])=[O:50])=[CH:47][CH:46]=2)=[CH:41][CH:40]=1. Product: [C:1]([O:5][C:6]([N:8]([CH3:14])[C@@H:9]([CH3:13])[C:10]([NH:36][C@H:37]([C:57]([N:59]1[C@H:68]([C:69](=[O:82])[N:70]([CH3:81])[C@H:71]2[C:80]3[C:75](=[CH:76][CH:77]=[CH:78][CH:79]=3)[CH2:74][CH2:73][CH2:72]2)[CH2:67][C:66]2[C:61](=[CH:62][CH:63]=[CH:64][CH:65]=2)[CH2:60]1)=[O:58])[CH2:38][C:39]1[CH:40]=[CH:41][C:42]([O:43][CH2:44][C:45]2[CH:46]=[CH:47][C:48]([C:49]([O:51][CH3:52])=[O:50])=[CH:53][CH:54]=2)=[CH:55][CH:56]=1)=[O:12])=[O:7])([CH3:2])([CH3:3])[CH3:4]. The catalyst class is: 3. (6) Reactant: Cl.[C:2]1([N:8]2[C:12]([NH:13][C:14]([NH:16][C@H:17]3[C@H:21]([C:22]4[CH:27]=[CH:26][CH:25]=[CH:24][CH:23]=4)[CH2:20][NH:19][CH2:18]3)=[O:15])=[C:11]3[CH2:28][CH2:29][CH2:30][C:10]3=[N:9]2)[CH:7]=[CH:6][CH:5]=[CH:4][CH:3]=1.Br[CH2:32][CH3:33].CCN(C(C)C)C(C)C. Product: [CH2:32]([N:19]1[CH2:20][C@@H:21]([C:22]2[CH:23]=[CH:24][CH:25]=[CH:26][CH:27]=2)[C@H:17]([NH:16][C:14]([NH:13][C:12]2[N:8]([C:2]3[CH:7]=[CH:6][CH:5]=[CH:4][CH:3]=3)[N:9]=[C:10]3[CH2:30][CH2:29][CH2:28][C:11]=23)=[O:15])[CH2:18]1)[CH3:33]. The catalyst class is: 3. (7) Reactant: C(O)(C(F)(F)F)=O.[C:8]([N:11]([CH2:34][C:35]([O:37]C(C)(C)C)=[O:36])[C@@H:12]1[C:20]2[C:15](=[CH:16][CH:17]=[CH:18][CH:19]=2)[CH2:14][C@H:13]1[NH:21][C:22]([C:24]1[NH:25][C:26]2[C:31]([CH:32]=1)=[CH:30][C:29]([Cl:33])=[CH:28][CH:27]=2)=[O:23])(=[O:10])[CH3:9]. Product: [C:8]([N:11]([C@@H:12]1[C:20]2[C:15](=[CH:16][CH:17]=[CH:18][CH:19]=2)[CH2:14][C@H:13]1[NH:21][C:22]([C:24]1[NH:25][C:26]2[C:31]([CH:32]=1)=[CH:30][C:29]([Cl:33])=[CH:28][CH:27]=2)=[O:23])[CH2:34][C:35]([OH:37])=[O:36])(=[O:10])[CH3:9]. The catalyst class is: 2. (8) Reactant: [C:1]([C:3]1[CH:8]=[CH:7][C:6]([CH2:9][O:10][C:11]2[N:15]([C:16]3[CH:21]=[C:20]([C:22]([O:24]C)=[O:23])[CH:19]=[CH:18][N:17]=3)[N:14]=[CH:13][CH:12]=2)=[CH:5][CH:4]=1)#[N:2]. Product: [C:1]([C:3]1[CH:8]=[CH:7][C:6]([CH2:9][O:10][C:11]2[N:15]([C:16]3[CH:21]=[C:20]([C:22]([OH:24])=[O:23])[CH:19]=[CH:18][N:17]=3)[N:14]=[CH:13][CH:12]=2)=[CH:5][CH:4]=1)#[N:2]. The catalyst class is: 47. (9) Reactant: Cl.[NH2:2][C:3]1[C:4]([C:19]([NH2:21])=[O:20])=[CH:5][C:6]2[C:14]3[C:9](=[CH:10][CH:11]=[CH:12][CH:13]=3)[N:8]([CH2:15][CH2:16][NH2:17])[C:7]=2[N:18]=1.[C:22](OC(=O)C)(=[O:24])[CH3:23]. The catalyst class is: 383. Product: [C:22]([NH:17][CH2:16][CH2:15][N:8]1[C:9]2[C:14](=[CH:13][CH:12]=[CH:11][CH:10]=2)[C:6]2[CH:5]=[C:4]([C:19]([NH2:21])=[O:20])[C:3]([NH2:2])=[N:18][C:7]1=2)(=[O:24])[CH3:23]. (10) Reactant: Br[C:2]1[N:7]=[C:6]([CH:8]([NH:20][C:21]([N:23]2[CH2:28][CH2:27][CH:26]([N:29]3[CH2:38][C:37]4[C:32](=[CH:33][CH:34]=[CH:35][CH:36]=4)[NH:31][C:30]3=[O:39])[CH2:25][CH2:24]2)=[O:22])[CH2:9][C:10]2[CH:11]=[C:12]3[C:16](=[C:17]([CH3:19])[CH:18]=2)[NH:15][N:14]=[CH:13]3)[CH:5]=[CH:4][CH:3]=1.O1CCC[CH2:41]1. Product: [CH3:19][C:17]1[CH:18]=[C:10]([CH2:9][CH:8]([NH:20][C:21]([N:23]2[CH2:28][CH2:27][CH:26]([N:29]3[CH2:38][C:37]4[C:32](=[CH:33][CH:34]=[CH:35][CH:36]=4)[NH:31][C:30]3=[O:39])[CH2:25][CH2:24]2)=[O:22])[C:6]2[CH:5]=[CH:4][CH:3]=[C:2]([CH3:41])[N:7]=2)[CH:11]=[C:12]2[C:16]=1[NH:15][N:14]=[CH:13]2. The catalyst class is: 73.